Regression. Given two drug SMILES strings and cell line genomic features, predict the synergy score measuring deviation from expected non-interaction effect. From a dataset of NCI-60 drug combinations with 297,098 pairs across 59 cell lines. (1) Drug 1: CCCS(=O)(=O)NC1=C(C(=C(C=C1)F)C(=O)C2=CNC3=C2C=C(C=N3)C4=CC=C(C=C4)Cl)F. Drug 2: CC1CCC2CC(C(=CC=CC=CC(CC(C(=O)C(C(C(=CC(C(=O)CC(OC(=O)C3CCCCN3C(=O)C(=O)C1(O2)O)C(C)CC4CCC(C(C4)OC)OCCO)C)C)O)OC)C)C)C)OC. Cell line: UACC62. Synergy scores: CSS=36.3, Synergy_ZIP=-4.64, Synergy_Bliss=-5.31, Synergy_Loewe=-3.06, Synergy_HSA=-1.72. (2) Drug 1: CC1CCC2CC(C(=CC=CC=CC(CC(C(=O)C(C(C(=CC(C(=O)CC(OC(=O)C3CCCCN3C(=O)C(=O)C1(O2)O)C(C)CC4CCC(C(C4)OC)O)C)C)O)OC)C)C)C)OC. Drug 2: C(CCl)NC(=O)N(CCCl)N=O. Cell line: CAKI-1. Synergy scores: CSS=18.0, Synergy_ZIP=-1.31, Synergy_Bliss=5.48, Synergy_Loewe=-0.0117, Synergy_HSA=4.59.